Dataset: TCR-epitope binding with 47,182 pairs between 192 epitopes and 23,139 TCRs. Task: Binary Classification. Given a T-cell receptor sequence (or CDR3 region) and an epitope sequence, predict whether binding occurs between them. (1) The epitope is HTTDPSFLGRY. The TCR CDR3 sequence is CASSTDGEQYF. Result: 1 (the TCR binds to the epitope). (2) The epitope is GLIYNRMGAVTTEV. The TCR CDR3 sequence is CASSQDYYGYTF. Result: 1 (the TCR binds to the epitope). (3) The epitope is RIFTIGTVTLK. The TCR CDR3 sequence is CASSTAGHQPQHF. Result: 0 (the TCR does not bind to the epitope). (4) The epitope is TPINLVRDL. The TCR CDR3 sequence is CASSQATGGGQPQHF. Result: 1 (the TCR binds to the epitope). (5) The epitope is FIAGLIAIV. The TCR CDR3 sequence is CASSQATGELFF. Result: 1 (the TCR binds to the epitope). (6) The epitope is GLIYNRMGAVTTEV. The TCR CDR3 sequence is CASSPDTGGNEQFF. Result: 0 (the TCR does not bind to the epitope). (7) The epitope is KMQRMLLEK. The TCR CDR3 sequence is CASSSTGVEAFF. Result: 0 (the TCR does not bind to the epitope). (8) The epitope is KLGGALQAK. The TCR CDR3 sequence is CASSPTPGVKTEAFF. Result: 0 (the TCR does not bind to the epitope).